Dataset: Reaction yield outcomes from USPTO patents with 853,638 reactions. Task: Predict the reaction yield, written as a fraction of the theoretical maximum amount of product (1.0 means a 100% yield; for example, 0.34 means a 34% yield). (1) The reactants are [Si:1]([O:8][C@H:9]([CH2:22][CH2:23][CH2:24][CH2:25][CH2:26][CH3:27])[C@@H:10]([N:12]1[CH:20]=[N:19][C:18]2[C:13]1=[N:14][CH:15]=[N:16][C:17]=2Cl)[CH3:11])([C:4]([CH3:7])([CH3:6])[CH3:5])([CH3:3])[CH3:2].[NH3:28].ClCCl.[CH3:32][OH:33]. No catalyst specified. The product is [Si:1]([O:8][C@H:9]([CH2:22][CH2:23][CH2:24][CH2:25][CH2:26][CH3:27])[C@@H:10]([N:12]1[CH:20]=[N:19][C:18]2[C:13]1=[N:14][CH:15]=[N:16][C:17]=2[NH2:28])[CH3:11])([C:4]([CH3:7])([CH3:6])[CH3:5])([CH3:3])[CH3:2].[Si:1]([O:8][C@H:9]([CH2:22][CH2:23][CH2:24][CH2:25][CH2:26][CH3:27])[C@@H:10]([N:12]1[CH:20]=[N:19][C:18]2[C:13]1=[N:14][CH:15]=[N:16][C:17]=2[O:33][CH3:32])[CH3:11])([C:4]([CH3:7])([CH3:6])[CH3:5])([CH3:3])[CH3:2]. The yield is 0.720. (2) The reactants are CN(C)[CH:3]=[CH:4][C:5]([C:7]1[N:11]([CH2:12][CH3:13])[C:10]([CH3:14])=[N:9][CH:8]=1)=O.C(=O)(O)O.[C:20]1([NH:26][C:27]([NH2:29])=[NH:28])[CH:25]=[CH:24][CH:23]=[CH:22][CH:21]=1.C[O-].[Na+].O. The catalyst is CC(N(C)C)=O. The product is [NH:26]([C:27]1[N:29]=[C:5]([C:7]2[N:11]([CH2:12][CH3:13])[C:10]([CH3:14])=[N:9][CH:8]=2)[CH:4]=[CH:3][N:28]=1)[C:20]1[CH:25]=[CH:24][CH:23]=[CH:22][CH:21]=1. The yield is 0.530. (3) The reactants are [OH:1][CH:2]([CH3:29])[CH2:3][CH2:4][N:5]1[C:13](=[O:14])[C:12]2[NH:11][C:10]([O:15][C:16]3[CH:21]=[CH:20][CH:19]=[C:18]([O:22][C:23]([F:26])([F:25])[F:24])[CH:17]=3)=[N:9][C:8]=2[N:7]([CH3:27])[C:6]1=[O:28].Cl.Cl[CH2:32][C:33]1[CH:38]=[CH:37][C:36]([CH3:39])=[CH:35][N:34]=1.C(=O)([O-])[O-].[K+].[K+]. The catalyst is CN(C=O)C.CCCC[N+](CCCC)(CCCC)CCCC.[I-]. The yield is 0.319. The product is [OH:1][CH:2]([CH3:29])[CH2:3][CH2:4][N:5]1[C:13](=[O:14])[C:12]2[N:11]([CH2:32][C:33]3[CH:38]=[CH:37][C:36]([CH3:39])=[CH:35][N:34]=3)[C:10]([O:15][C:16]3[CH:21]=[CH:20][CH:19]=[C:18]([O:22][C:23]([F:25])([F:26])[F:24])[CH:17]=3)=[N:9][C:8]=2[N:7]([CH3:27])[C:6]1=[O:28].